From a dataset of Full USPTO retrosynthesis dataset with 1.9M reactions from patents (1976-2016). Predict the reactants needed to synthesize the given product. Given the product [N:1]1([CH:6]([C:20]2[CH:25]=[CH:24][CH:23]=[CH:22][CH:21]=2)[CH2:7][NH:8][C:9]2[C:18]3[C:13](=[CH:14][CH:15]=[CH:16][CH:17]=3)[N:12]=[C:11]([C:31]3[CH:32]=[CH:33][C:28]([N:27]([CH3:37])[CH3:26])=[CH:29][CH:30]=3)[N:10]=2)[CH:5]=[CH:4][N:3]=[CH:2]1, predict the reactants needed to synthesize it. The reactants are: [N:1]1([CH:6]([C:20]2[CH:25]=[CH:24][CH:23]=[CH:22][CH:21]=2)[CH2:7][NH:8][C:9]2[C:18]3[C:13](=[CH:14][CH:15]=[CH:16][CH:17]=3)[N:12]=[C:11](Cl)[N:10]=2)[CH:5]=[CH:4][N:3]=[CH:2]1.[CH3:26][N:27]([CH3:37])[C:28]1[CH:33]=[CH:32][C:31](B(O)O)=[CH:30][CH:29]=1.C1(C(C2C=CC=CN=2)CNC2C3C(=CC=CC=3)N=C(C3C=CC(NS(C)(=O)=O)=CC=3)N=2)C=CC=CC=1.